From a dataset of Catalyst prediction with 721,799 reactions and 888 catalyst types from USPTO. Predict which catalyst facilitates the given reaction. (1) Reactant: [CH3:1]C1(C)CCCC(C)(C)N1.C([Li])CCC.[F:16][C:17]1[CH:18]=[N:19][CH:20]=[C:21]([Sn:23]([CH2:32][CH2:33][CH2:34][CH3:35])([CH2:28][CH2:29][CH2:30][CH3:31])[CH2:24][CH2:25][CH2:26][CH3:27])[CH:22]=1.CI. Product: [F:16][C:17]1[C:18]([CH3:1])=[N:19][CH:20]=[C:21]([Sn:23]([CH2:28][CH2:29][CH2:30][CH3:31])([CH2:32][CH2:33][CH2:34][CH3:35])[CH2:24][CH2:25][CH2:26][CH3:27])[CH:22]=1. The catalyst class is: 392. (2) Reactant: [Br:1][C:2]1[CH:3]=[C:4]([NH:10][C:11]2[N:16]=[CH:15][C:14]([N:17]3[CH2:22][CH2:21][NH:20][CH2:19][C:18]3=[O:23])=[CH:13][CH:12]=2)[C:5](=[O:9])[N:6]([CH3:8])[CH:7]=1.[BH-](OC(C)=O)(OC(C)=O)O[C:26](C)=O.[Na+].C=O.C(O)(=O)C.[OH-].[Na+]. Product: [Br:1][C:2]1[CH:3]=[C:4]([NH:10][C:11]2[N:16]=[CH:15][C:14]([N:17]3[CH2:22][CH2:21][N:20]([CH3:26])[CH2:19][C:18]3=[O:23])=[CH:13][CH:12]=2)[C:5](=[O:9])[N:6]([CH3:8])[CH:7]=1. The catalyst class is: 5. (3) Reactant: [C:1]([O:5][C:6]([N:8]1[CH2:12][CH2:11][C:10]([NH:22][C:23]([O:25][CH2:26][C:27]2[CH:32]=[CH:31][CH:30]=[CH:29][CH:28]=2)=[O:24])([C:13]([F:21])([F:20])[CH2:14]OS(C)(=O)=O)[CH2:9]1)=[O:7])([CH3:4])([CH3:3])[CH3:2].[H-].[Na+].O. Product: [C:1]([O:5][C:6]([N:8]1[CH2:12][CH2:11][C:10]2([N:22]([C:23]([O:25][CH2:26][C:27]3[CH:28]=[CH:29][CH:30]=[CH:31][CH:32]=3)=[O:24])[CH2:14][C:13]2([F:21])[F:20])[CH2:9]1)=[O:7])([CH3:2])([CH3:3])[CH3:4]. The catalyst class is: 9. (4) Reactant: [CH2:1](Br)[CH2:2][CH3:3].[Mg].[CH:6]([C:8]1[CH:17]=[CH:16][C:11]([C:12]([O:14][CH3:15])=[O:13])=[CH:10][CH:9]=1)=[O:7].CCOC(C)=O. The catalyst class is: 598. Product: [OH:7][CH:6]([C:8]1[CH:17]=[CH:16][C:11]([C:12]([O:14][CH3:15])=[O:13])=[CH:10][CH:9]=1)[CH2:1][CH2:2][CH3:3]. (5) Reactant: [F:1][C:2]1[CH:8]=[CH:7][C:5]([NH2:6])=[CH:4][CH:3]=1.Br[CH:10]([C:16]1[CH:21]=[CH:20][CH:19]=[CH:18][CH:17]=1)[C:11]([O:13][CH2:14][CH3:15])=[O:12]. Product: [F:1][C:2]1[CH:8]=[CH:7][C:5]([NH:6][CH:10]([C:16]2[CH:21]=[CH:20][CH:19]=[CH:18][CH:17]=2)[C:11]([O:13][CH2:14][CH3:15])=[O:12])=[CH:4][CH:3]=1. The catalyst class is: 10. (6) Reactant: [NH2:1][C:2]1[CH:7]=[C:6]([Cl:8])[CH:5]=[CH:4][C:3]=1[SH:9].Br[CH2:11][C:12]1[CH:17]=[CH:16][CH:15]=[C:14]([N+:18]([O-:20])=[O:19])[CH:13]=1.[OH-].[Na+]. Product: [ClH:8].[Cl:8][C:6]1[CH:5]=[CH:4][C:3]([S:9][CH2:11][C:12]2[CH:17]=[CH:16][CH:15]=[C:14]([N+:18]([O-:20])=[O:19])[CH:13]=2)=[C:2]([CH:7]=1)[NH2:1]. The catalyst class is: 5.